Dataset: NCI-60 drug combinations with 297,098 pairs across 59 cell lines. Task: Regression. Given two drug SMILES strings and cell line genomic features, predict the synergy score measuring deviation from expected non-interaction effect. (1) Drug 1: CC1=C(C(CCC1)(C)C)C=CC(=CC=CC(=CC(=O)O)C)C. Drug 2: COC1=C2C(=CC3=C1OC=C3)C=CC(=O)O2. Cell line: 786-0. Synergy scores: CSS=-4.55, Synergy_ZIP=2.30, Synergy_Bliss=1.44, Synergy_Loewe=-4.46, Synergy_HSA=-4.97. (2) Drug 1: C1=CC(=C2C(=C1NCCNCCO)C(=O)C3=C(C=CC(=C3C2=O)O)O)NCCNCCO. Drug 2: C1C(C(OC1N2C=C(C(=O)NC2=O)F)CO)O. Cell line: OVCAR-8. Synergy scores: CSS=61.3, Synergy_ZIP=-0.674, Synergy_Bliss=-0.138, Synergy_Loewe=5.15, Synergy_HSA=7.66. (3) Synergy scores: CSS=-2.04, Synergy_ZIP=3.92, Synergy_Bliss=5.18, Synergy_Loewe=-9.68, Synergy_HSA=-4.12. Drug 1: C1=CC(=CC=C1C#N)C(C2=CC=C(C=C2)C#N)N3C=NC=N3. Cell line: HCT-15. Drug 2: C1CN(P(=O)(OC1)NCCCl)CCCl. (4) Drug 1: CC1=C(C(=CC=C1)Cl)NC(=O)C2=CN=C(S2)NC3=CC(=NC(=N3)C)N4CCN(CC4)CCO. Drug 2: CCN(CC)CCNC(=O)C1=C(NC(=C1C)C=C2C3=C(C=CC(=C3)F)NC2=O)C. Cell line: SNB-75. Synergy scores: CSS=6.29, Synergy_ZIP=1.32, Synergy_Bliss=4.98, Synergy_Loewe=-4.34, Synergy_HSA=2.21.